Task: Predict the reaction yield, written as a fraction of the theoretical maximum amount of product (1.0 means a 100% yield; for example, 0.34 means a 34% yield).. Dataset: Reaction yield outcomes from USPTO patents with 853,638 reactions The reactants are [CH3:1][C:2]1[CH:6]=[C:5]([CH2:7]C(O)=O)[O:4][N:3]=1.C1(P(N=[N+]=[N-])(C2C=CC=CC=2)=[O:18])C=CC=CC=1.C([N:30]([CH2:33]C)CC)C.[C:35]([OH:39])([CH3:38])([CH3:37])[CH3:36]. No catalyst specified. The yield is 0.100. The product is [C:35]([O:39][C:33](=[O:18])[NH:30][CH2:7][C:5]1[O:4][N:3]=[C:2]([CH3:1])[CH:6]=1)([CH3:38])([CH3:37])[CH3:36].